Dataset: Forward reaction prediction with 1.9M reactions from USPTO patents (1976-2016). Task: Predict the product of the given reaction. (1) Given the reactants [O-]CC.[K+:4].[C:5]([O:12][CH2:13][CH3:14])(=[O:11])[C:6]([O:8]CC)=O.[C:15](#[N:18])[CH2:16][CH3:17], predict the reaction product. The product is: [C:15]([C:16]([CH3:17])=[C:6]([C:5]([O:12][CH2:13][CH3:14])=[O:11])[O-:8])#[N:18].[K+:4]. (2) Given the reactants [F:1][C:2]1[CH:3]=[CH:4][C:5]([O:36][CH3:37])=[C:6]([C:8]2[CH:13]=[CH:12][N:11]=[C:10]3[N:14]([S:27]([C:30]4[CH:35]=[CH:34][CH:33]=[CH:32][CH:31]=4)(=[O:29])=[O:28])[C:15]([C:17]4[CH2:18][CH2:19][N:20]([S:23]([CH3:26])(=[O:25])=[O:24])[CH2:21][CH:22]=4)=[CH:16][C:9]=23)[CH:7]=1.[C:38](O[C:38]([O:40][C:41]([CH3:44])([CH3:43])[CH3:42])=[O:39])([O:40][C:41]([CH3:44])([CH3:43])[CH3:42])=[O:39].C[Si]([N-][Si](C)(C)C)(C)C.[Li+].[Cl-].[NH4+], predict the reaction product. The product is: [F:1][C:2]1[CH:3]=[CH:4][C:5]([O:36][CH3:37])=[C:6]([C:8]2[CH:13]=[CH:12][N:11]=[C:10]3[N:14]([S:27]([C:30]4[CH:35]=[CH:34][CH:33]=[CH:32][CH:31]=4)(=[O:29])=[O:28])[C:15]([C:17]4[CH2:18][CH2:19][N:20]([S:23]([CH2:26][C:38]([O:40][C:41]([CH3:44])([CH3:43])[CH3:42])=[O:39])(=[O:24])=[O:25])[CH2:21][CH:22]=4)=[CH:16][C:9]=23)[CH:7]=1. (3) The product is: [NH2:10][C:3]1[CH:4]=[C:5]([CH2:8][OH:9])[CH:6]=[CH:7][C:2]=1[Cl:1]. Given the reactants [Cl:1][C:2]1[CH:7]=[CH:6][C:5]([CH2:8][OH:9])=[CH:4][C:3]=1[N+:10]([O-])=O.C([O-])=O.[NH4+].C1(C)C=CC=CC=1, predict the reaction product. (4) Given the reactants Br.Br.[NH2:3][C:4]1[C:8]([NH2:9])=[CH:7][S:6][CH:5]=1.C(N(C(C)C)C(C)C)C.[F:19][C:20]([F:31])([F:30])[C:21]1[CH:26]=[CH:25][CH:24]=[CH:23][C:22]=1[N:27]=[C:28]=[S:29], predict the reaction product. The product is: [NH2:3][C:4]1[C:8]([NH:9][C:28]([NH:27][C:22]2[CH:23]=[CH:24][CH:25]=[CH:26][C:21]=2[C:20]([F:19])([F:30])[F:31])=[S:29])=[CH:7][S:6][CH:5]=1. (5) The product is: [OH:44][CH:42]([CH:21]1[C:22]2([CH2:23][CH2:24][N:25]([C:28]([O:30][C:31]([CH3:34])([CH3:33])[CH3:32])=[O:29])[CH2:26][CH2:27]2)[O:35][C:36]2[C:41](=[CH:40][CH:39]=[CH:38][CH:37]=2)[C:20]1=[O:19])[CH3:43]. Given the reactants C(NC(C)C)(C)C.C([Li])CCC.CCCCCC.[O:19]=[C:20]1[C:41]2[C:36](=[CH:37][CH:38]=[CH:39][CH:40]=2)[O:35][C:22]2([CH2:27][CH2:26][N:25]([C:28]([O:30][C:31]([CH3:34])([CH3:33])[CH3:32])=[O:29])[CH2:24][CH2:23]2)[CH2:21]1.[CH:42](=[O:44])[CH3:43], predict the reaction product.